Dataset: Reaction yield outcomes from USPTO patents with 853,638 reactions. Task: Predict the reaction yield, written as a fraction of the theoretical maximum amount of product (1.0 means a 100% yield; for example, 0.34 means a 34% yield). (1) The reactants are [CH3:1][C:2]1[C:6]([CH2:7][N:8]2[CH:12]=[C:11]([N:13]3[C:17](=[O:18])[CH2:16][NH:15][C:14]3=[O:19])[CH:10]=[N:9]2)=[C:5]([CH3:20])[O:4][N:3]=1.Br[CH2:22][C:23]1[N:28]=[C:27]([CH2:29][OH:30])[CH:26]=[CH:25][CH:24]=1. No catalyst specified. The product is [CH3:1][C:2]1[C:6]([CH2:7][N:8]2[CH:12]=[C:11]([N:13]3[C:17](=[O:18])[CH2:16][N:15]([CH2:22][C:23]4[CH:24]=[CH:25][CH:26]=[C:27]([CH2:29][OH:30])[N:28]=4)[C:14]3=[O:19])[CH:10]=[N:9]2)=[C:5]([CH3:20])[O:4][N:3]=1. The yield is 0.350. (2) The reactants are [CH3:1][C:2]1([CH3:35])[CH2:7][NH:6][CH2:5][C:4]2[NH:8][C:9]([C:11]3[C:12]([CH3:34])=[CH:13][C:14]([CH3:33])=[C:15]([CH:32]=3)[C:16]([N:18]3[CH2:23][CH2:22][CH:21]([C:24]4[CH:31]=[CH:30][C:27]([C:28]#[N:29])=[CH:26][CH:25]=4)[CH2:20][CH2:19]3)=[O:17])=[N:10][C:3]1=2.C(O)(=O)C.[Na].[CH3:41][C:42]([CH3:44])=O. The catalyst is CN(C=O)C. The product is [CH:42]([N:6]1[CH2:7][C:2]([CH3:35])([CH3:1])[C:3]2[N:10]=[C:9]([C:11]3[C:12]([CH3:34])=[CH:13][C:14]([CH3:33])=[C:15]([CH:32]=3)[C:16]([N:18]3[CH2:19][CH2:20][CH:21]([C:24]4[CH:25]=[CH:26][C:27]([C:28]#[N:29])=[CH:30][CH:31]=4)[CH2:22][CH2:23]3)=[O:17])[NH:8][C:4]=2[CH2:5]1)([CH3:44])[CH3:41]. The yield is 0.0810. (3) The reactants are [OH-].[K+].[CH3:3][O:4][CH:5]([O:13][CH3:14])[CH2:6][NH:7][C:8](=[O:12])[O:9][CH2:10][CH3:11].[CH2:15](Br)[CH:16]=[CH2:17]. The catalyst is C1(C)C=CC=CC=1.[Cl-].C([N+](CC)(CC)CC)C1C=CC=CC=1. The product is [CH3:14][O:13][CH:5]([O:4][CH3:3])[CH2:6][N:7]([CH2:17][CH:16]=[CH2:15])[C:8](=[O:12])[O:9][CH2:10][CH3:11]. The yield is 0.890. (4) The reactants are [Br:1][C:2]1[CH:7]=[CH:6][C:5]([NH:8][C:9]2[C:10]([C:19](O)=[O:20])=[CH:11][C:12]3[NH:16][CH:15]=[N:14][C:13]=3[C:17]=2[F:18])=[C:4]([Cl:22])[CH:3]=1.C1C=[CH:25][C:26]2N(O)N=N[C:27]=2[CH:28]=1.C(N(CC)CC)C.Cl.C1([N:44](C)[OH:45])CC1.CCN=C=NCCCN(C)C. The catalyst is CN(C=O)C.C(OCC)(=O)C.O. The product is [CH:26]1([CH2:25][O:45][NH:44][C:19]([C:10]2[C:9]([NH:8][C:5]3[CH:6]=[CH:7][C:2]([Br:1])=[CH:3][C:4]=3[Cl:22])=[C:17]([F:18])[C:13]3[N:14]=[CH:15][NH:16][C:12]=3[CH:11]=2)=[O:20])[CH2:27][CH2:28]1. The yield is 0.890. (5) The reactants are [N+:1]([C:4]1[CH:13]=[C:12]2[C:7]([C:8]([O:21][CH2:22][CH2:23][CH2:24][N:25]3[CH2:30][CH2:29][CH2:28][CH2:27][CH2:26]3)=[C:9]([C:15]3[CH:20]=[CH:19][CH:18]=[CH:17][CH:16]=3)[NH:10][C:11]2=[O:14])=[CH:6][CH:5]=1)([O-])=O.C1CCCCC=1. The catalyst is O1CCOCC1.[Pd]. The product is [NH2:1][C:4]1[CH:13]=[C:12]2[C:7]([C:8]([O:21][CH2:22][CH2:23][CH2:24][N:25]3[CH2:26][CH2:27][CH2:28][CH2:29][CH2:30]3)=[C:9]([C:15]3[CH:16]=[CH:17][CH:18]=[CH:19][CH:20]=3)[NH:10][C:11]2=[O:14])=[CH:6][CH:5]=1. The yield is 0.390. (6) The reactants are [CH2:1]([OH:4])[CH2:2][OH:3].[H-].[Na+].Br[CH2:8][C:9]1[CH:18]=[CH:17][C:16]2[C:11](=[CH:12][CH:13]=[CH:14][CH:15]=2)[CH:10]=1.O. The catalyst is C1COCC1.[N+](CCCC)(CCCC)(CCCC)CCCC.[I-].CCOC(C)=O. The product is [CH:10]1[C:11]2[C:16](=[CH:15][CH:14]=[CH:13][CH:12]=2)[CH:17]=[CH:18][C:9]=1[CH2:8][O:3][CH2:2][CH2:1][OH:4]. The yield is 0.330.